This data is from Reaction yield outcomes from USPTO patents with 853,638 reactions. The task is: Predict the reaction yield, written as a fraction of the theoretical maximum amount of product (1.0 means a 100% yield; for example, 0.34 means a 34% yield). (1) The reactants are [NH2:1][C:2]1[CH:7]=[CH:6][C:5]([OH:8])=[CH:4][CH:3]=1.[CH:9]1([CH2:15][C:16](Cl)=[O:17])[CH2:14][CH2:13][CH2:12][CH2:11][CH2:10]1.N1C=CC=CC=1. The catalyst is ClCCl. The product is [CH:9]1([CH2:15][C:16]([NH:1][C:2]2[CH:7]=[CH:6][C:5]([OH:8])=[CH:4][CH:3]=2)=[O:17])[CH2:14][CH2:13][CH2:12][CH2:11][CH2:10]1. The yield is 0.770. (2) The reactants are [H-].[Na+].[C:3]([C:5]1[CH:6]=[C:7]([CH:12]=[CH:13][C:14]=1[OH:15])[C:8]([O:10][CH3:11])=[O:9])#[N:4].BrCCO[Si]([C:23](C)([CH3:25])[CH3:24])(C)C. The catalyst is CN(C=O)C.CCOC(C)=O. The product is [C:3]([C:5]1[CH:6]=[C:7]([CH:12]=[CH:13][C:14]=1[O:15][CH:23]([CH3:25])[CH3:24])[C:8]([O:10][CH3:11])=[O:9])#[N:4]. The yield is 0.410. (3) The reactants are [Cl:1][C:2]1[C:11]2[C:6](=[CH:7][C:8]([O:12][CH3:13])=[CH:9][CH:10]=2)[N:5]=[C:4]([CH3:14])[CH:3]=1.[O:15]1CCOCC1. No catalyst specified. The product is [Cl:1][C:2]1[C:11]2[C:6](=[CH:7][C:8]([O:12][CH3:13])=[CH:9][CH:10]=2)[N:5]=[C:4]([CH:14]=[O:15])[CH:3]=1. The yield is 0.310.